Dataset: Peptide-MHC class II binding affinity with 134,281 pairs from IEDB. Task: Regression. Given a peptide amino acid sequence and an MHC pseudo amino acid sequence, predict their binding affinity value. This is MHC class II binding data. (1) The peptide sequence is AFKVAATEANAAPAN. The MHC is DRB1_0901 with pseudo-sequence DRB1_0901. The binding affinity (normalized) is 0.641. (2) The peptide sequence is AAVHAAHAAAAAA. The MHC is H-2-IAu with pseudo-sequence H-2-IAu. The binding affinity (normalized) is 0.872. (3) The MHC is HLA-DPA10201-DPB10101 with pseudo-sequence HLA-DPA10201-DPB10101. The peptide sequence is FEIKCTKPEACSGEPVVVHI. The binding affinity (normalized) is 0.189. (4) The peptide sequence is IPTLAAQFPFNASDS. The MHC is DRB1_0404 with pseudo-sequence DRB1_0404. The binding affinity (normalized) is 0.321. (5) The peptide sequence is PFPQPQLPY. The MHC is DRB1_1201 with pseudo-sequence DRB1_1201. The binding affinity (normalized) is 0.194. (6) The peptide sequence is RIIAGTLEVHAVKPA. The MHC is DRB1_1602 with pseudo-sequence DRB1_1602. The binding affinity (normalized) is 0.223. (7) The peptide sequence is DVPFPGGGQIVGGVY. The MHC is HLA-DQA10501-DQB10301 with pseudo-sequence HLA-DQA10501-DQB10301. The binding affinity (normalized) is 0.743. (8) The peptide sequence is EVVKANGGYLAAGKL. The MHC is DRB4_0101 with pseudo-sequence DRB4_0103. The binding affinity (normalized) is 0.473. (9) The peptide sequence is EKKYFTATQFEPLAA. The MHC is HLA-DPA10103-DPB10601 with pseudo-sequence HLA-DPA10103-DPB10601. The binding affinity (normalized) is 1.00.